This data is from Orexin1 receptor HTS with 218,158 compounds and 233 confirmed actives. The task is: Binary Classification. Given a drug SMILES string, predict its activity (active/inactive) in a high-throughput screening assay against a specified biological target. The molecule is O=c1n(nc(c2c1nn(c2C)c1ccccc1)C)CCCC(=O)NCCc1ccc(OCC)cc1. The result is 0 (inactive).